This data is from Full USPTO retrosynthesis dataset with 1.9M reactions from patents (1976-2016). The task is: Predict the reactants needed to synthesize the given product. (1) Given the product [C:46]([NH2:50])([CH3:49])([CH3:48])[CH3:47].[Cl:1][C:2]1[CH:11]=[C:10]2[C:5]([CH:6]=[CH:7][C:8]([CH:12]=[CH:13][C:14]3[CH:15]=[C:16]([C@H:20]([S:33][CH2:34][C:35]4([CH2:38][C:39]([OH:41])=[O:40])[CH2:36][CH2:37]4)[CH2:21][CH2:22][C:23]4[CH:28]=[CH:27][CH:26]=[CH:25][C:24]=4[C:29]([OH:32])([CH3:31])[CH3:30])[CH:17]=[CH:18][CH:19]=3)=[N:9]2)=[CH:4][CH:3]=1, predict the reactants needed to synthesize it. The reactants are: [Cl:1][C:2]1[CH:11]=[C:10]2[C:5]([CH:6]=[CH:7][C:8]([CH:12]=[CH:13][C:14]3[CH:15]=[C:16]([C@H:20]([S:33][CH2:34][C:35]4([CH2:38][C:39]([OH:41])=[O:40])[CH2:37][CH2:36]4)[CH2:21][CH2:22][C:23]4[CH:28]=[CH:27][CH:26]=[CH:25][C:24]=4[C:29]([OH:32])([CH3:31])[CH3:30])[CH:17]=[CH:18][CH:19]=3)=[N:9]2)=[CH:4][CH:3]=1.CC(C)=O.[C:46]([NH2:50])([CH3:49])([CH3:48])[CH3:47]. (2) Given the product [F:1][C:2]1[CH:10]=[CH:9][CH:8]=[C:7]2[C:3]=1[C:4]([C:11]([OH:13])=[O:12])=[CH:5][N:6]2[CH2:16][C:17]1[CH:18]=[CH:19][C:20]([C:21](=[O:22])[NH:23][CH3:24])=[CH:25][CH:26]=1, predict the reactants needed to synthesize it. The reactants are: [F:1][C:2]1[CH:10]=[CH:9][CH:8]=[C:7]2[C:3]=1[C:4]([C:11]([O:13]C)=[O:12])=[CH:5][NH:6]2.Cl[CH2:16][C:17]1[CH:26]=[CH:25][C:20]([C:21]([NH:23][CH3:24])=[O:22])=[CH:19][CH:18]=1. (3) Given the product [Br:22][C:19]1[CH:20]=[CH:21][C:16]([O:15][CH:10]([C:7]2[CH:8]=[CH:9][C:4]([C:3]([OH:29])=[O:2])=[CH:5][CH:6]=2)[CH2:11][CH:12]([CH3:13])[CH3:14])=[CH:17][C:18]=1[CH:23]1[O:24][CH2:25][CH2:26][CH2:27][O:28]1, predict the reactants needed to synthesize it. The reactants are: C[O:2][C:3](=[O:29])[C:4]1[CH:9]=[CH:8][C:7]([CH:10]([O:15][C:16]2[CH:21]=[CH:20][C:19]([Br:22])=[C:18]([CH:23]3[O:28][CH2:27][CH2:26][CH2:25][O:24]3)[CH:17]=2)[CH2:11][CH:12]([CH3:14])[CH3:13])=[CH:6][CH:5]=1.[OH-].[Na+]. (4) Given the product [Cl:1][C:2]1[CH:3]=[CH:4][C:5]2[C:6](=[N:8][S:10][N:9]=2)[N:7]=1, predict the reactants needed to synthesize it. The reactants are: [Cl:1][C:2]1[N:7]=[C:6]([NH2:8])[C:5]([NH2:9])=[CH:4][CH:3]=1.[S:10](Cl)(Cl)=O. (5) Given the product [IH:30].[CH3:3][CH:2]([O:4][C:5]1[CH:10]=[CH:9][CH:8]=[CH:7][C:6]=1[N:11]1[CH2:12][CH2:13][N:14]([CH2:17][CH2:18][NH:19][C:20](=[O:29])[CH2:21][N:22]2[CH2:27][CH2:26][CH2:25][CH2:24][C:23]2=[O:28])[CH2:15][CH2:16]1)[CH3:1], predict the reactants needed to synthesize it. The reactants are: [CH3:1][CH:2]([O:4][C:5]1[CH:10]=[CH:9][CH:8]=[CH:7][C:6]=1[N:11]1[CH2:16][CH2:15][N:14]([CH2:17][CH2:18][NH:19][C:20](=[O:29])[CH2:21][N:22]2[CH2:27][CH2:26][CH2:25][CH2:24][C:23]2=[O:28])[CH2:13][CH2:12]1)[CH3:3].[IH:30]. (6) Given the product [CH3:11][C:12]1([C:18]2[CH:2]=[C:1]([NH2:3])[N:29]([C:26]3[CH:27]=[CH:28][C:23]([CH3:31])=[CH:24][CH:25]=3)[N:30]=2)[CH2:17][CH2:16][CH2:15][CH2:14][CH2:13]1, predict the reactants needed to synthesize it. The reactants are: [C:1](#[N:3])[CH3:2].CC([O-])(CC)C.[K+].[CH3:11][C:12]1([C:18](OC)=O)[CH2:17][CH2:16][CH2:15][CH2:14][CH2:13]1.Cl.[C:23]1([CH3:31])[CH:28]=[CH:27][C:26]([NH:29][NH2:30])=[CH:25][CH:24]=1.Cl. (7) Given the product [CH3:2][O:3][N:4]([CH3:5])[C:11](=[O:16])[C:12]([F:13])([F:14])[F:15], predict the reactants needed to synthesize it. The reactants are: Cl.[CH3:2][O:3][NH:4][CH3:5].[F:13][C:12]([F:15])([F:14])[C:11](O[C:11](=[O:16])[C:12]([F:15])([F:14])[F:13])=[O:16].N1C=CC=CC=1.